The task is: Predict which catalyst facilitates the given reaction.. This data is from Catalyst prediction with 721,799 reactions and 888 catalyst types from USPTO. (1) Reactant: C([O:3][C:4]([C:6]1[N:7]=[CH:8][N:9]([CH2:11][C:12]2[CH:17]=[CH:16][C:15]([CH2:18][N:19]3[CH:23]=[C:22]([CH3:24])[CH:21]=[N:20]3)=[CH:14][CH:13]=2)[CH:10]=1)=[O:5])C.O. Product: [CH3:24][C:22]1[CH:21]=[N:20][N:19]([CH2:18][C:15]2[CH:16]=[CH:17][C:12]([CH2:11][N:9]3[CH:10]=[C:6]([C:4]([OH:5])=[O:3])[N:7]=[CH:8]3)=[CH:13][CH:14]=2)[CH:23]=1. The catalyst class is: 1. (2) Reactant: [Cl:1][C:2]1[CH:7]=[CH:6][C:5]([C:8]2[C:14]3[CH:15]=[C:16]([O:19][CH3:20])[CH:17]=[CH:18][C:13]=3[N:12]3[C:21]([CH3:24])=[N:22][N:23]=[C:11]3[C@H:10]([CH2:25][C:26]([OH:28])=[O:27])[N:9]=2)=[CH:4][CH:3]=1.O[CH:30]1[CH2:35][CH2:34][N:33](C(OC(C)(C)C)=O)[CH2:32][CH2:31]1.C(Cl)CCl. The catalyst class is: 79. Product: [NH:33]1[CH2:34][CH2:35][CH:30]([O:27][C:26](=[O:28])[CH2:25][C@@H:10]2[N:9]=[C:8]([C:5]3[CH:6]=[CH:7][C:2]([Cl:1])=[CH:3][CH:4]=3)[C:14]3[CH:15]=[C:16]([O:19][CH3:20])[CH:17]=[CH:18][C:13]=3[N:12]3[C:21]([CH3:24])=[N:22][N:23]=[C:11]23)[CH2:31][CH2:32]1. (3) Reactant: [CH2:1]([O:8][C:9]1[C:14]2[CH2:15][CH:16]=[CH:17][C:18]3[C:19](=[CH:20][C:21]4[CH:22]=[C:23]([CH2:28][OH:29])[N:24]([CH3:27])[C:25]=4[CH:26]=3)[C:13]=2[N:12]([CH2:30][C:31]2[CH:36]=[CH:35][C:34]([O:37][CH3:38])=[CH:33][C:32]=2[O:39][CH3:40])[C:11](=[O:41])[C:10]=1[C:42]([O:44][CH3:45])=[O:43])[C:2]1[CH:7]=[CH:6][CH:5]=[CH:4][CH:3]=1. Product: [CH2:1]([O:8][C:9]1[C:14]2[CH2:15][CH:16]=[CH:17][C:18]3[C:19](=[CH:20][C:21]4[CH:22]=[C:23]([CH:28]=[O:29])[N:24]([CH3:27])[C:25]=4[CH:26]=3)[C:13]=2[N:12]([CH2:30][C:31]2[CH:36]=[CH:35][C:34]([O:37][CH3:38])=[CH:33][C:32]=2[O:39][CH3:40])[C:11](=[O:41])[C:10]=1[C:42]([O:44][CH3:45])=[O:43])[C:2]1[CH:7]=[CH:6][CH:5]=[CH:4][CH:3]=1. The catalyst class is: 177. (4) The catalyst class is: 28. Reactant: [CH3:1][CH2:2][Mg+].[Br-].[NH2:5][C:6]1[C:7]2[CH:14]=[CH:13][N:12]([C@@H:15]3[O:21][C@H:20]([CH2:22][OH:23])[C@@H:18]([OH:19])[C@@:16]3(C)[OH:17])[C:8]=2[N:9]=[CH:10][N:11]=1.O. Product: [NH2:5][C:6]1[C:7]2[CH:14]=[CH:13][N:12]([C@@H:15]3[O:21][C@H:20]([CH2:22][OH:23])[C@@H:18]([OH:19])[C@@:16]3([CH2:2][CH3:1])[OH:17])[C:8]=2[N:9]=[CH:10][N:11]=1. (5) Reactant: [CH3:1][O:2][C:3]1[CH:4]=[CH:5][C:6]2[NH:12][C:11](=[O:13])[N:10]([CH:14]3[CH2:19][CH2:18][NH:17][CH2:16][CH2:15]3)[CH2:9][CH2:8][C:7]=2[CH:20]=1.Cl[C:22]1[N:27]=[CH:26][N:25]=[C:24]([S:28][C:29]2[CH:38]=[C:37]([CH3:39])[C:32]3[NH:33][C:34](=[O:36])[O:35][C:31]=3[CH:30]=2)[CH:23]=1.C(=O)([O-])[O-].[K+].[K+]. Product: [CH3:1][O:2][C:3]1[CH:4]=[CH:5][C:6]2[NH:12][C:11](=[O:13])[N:10]([CH:14]3[CH2:19][CH2:18][N:17]([C:22]4[CH:23]=[C:24]([S:28][C:29]5[CH:38]=[C:37]([CH3:39])[C:32]6[NH:33][C:34](=[O:36])[O:35][C:31]=6[CH:30]=5)[N:25]=[CH:26][N:27]=4)[CH2:16][CH2:15]3)[CH2:9][CH2:8][C:7]=2[CH:20]=1. The catalyst class is: 37.